This data is from Forward reaction prediction with 1.9M reactions from USPTO patents (1976-2016). The task is: Predict the product of the given reaction. (1) The product is: [Br:1][CH2:2][C:3]1[CH:10]=[CH:9][C:6]([C:7]([NH2:8])=[O:11])=[CH:5][CH:4]=1. Given the reactants [Br:1][CH2:2][C:3]1[CH:10]=[CH:9][C:6]([C:7]#[N:8])=[CH:5][CH:4]=1.[OH:11]S(O)(=O)=O, predict the reaction product. (2) Given the reactants [CH:1]([C:3]1[C:8]([OH:9])=[CH:7][C:6]([OH:10])=[C:5]([C:11]2[CH:16]=[CH:15][CH:14]=[CH:13][CH:12]=2)[C:4]=1[CH2:17][C:18]([O:20][CH3:21])=[O:19])=O, predict the reaction product. The product is: [OH:10][C:6]1[C:5]([C:11]2[CH:16]=[CH:15][CH:14]=[CH:13][CH:12]=2)=[C:4]([CH2:17][C:18]([O:20][CH3:21])=[O:19])[C:3]([CH3:1])=[C:8]([OH:9])[CH:7]=1. (3) Given the reactants [CH3:1][O:2][C:3]1[CH:4]=[C:5]([CH:8]=[CH:9][C:10]=1[O:11][CH3:12])[CH:6]=O.[C:13]([CH2:15][C:16]([O:18][CH2:19][CH3:20])=[O:17])#N.[NH:21]1CCCCC1.C(O)(=O)C, predict the reaction product. The product is: [C:16]([O:18][CH:19]([C:20]#[N:21])[CH2:6][C:5]1[CH:8]=[CH:9][C:10]([O:11][CH3:12])=[C:3]([O:2][CH3:1])[CH:4]=1)(=[O:17])[CH:15]=[CH2:13].